From a dataset of Forward reaction prediction with 1.9M reactions from USPTO patents (1976-2016). Predict the product of the given reaction. (1) Given the reactants [F:1][C:2]1[CH:15]=[CH:14][C:5]([O:6][C:7]2[CH:13]=[CH:12][C:10]([NH2:11])=[CH:9][CH:8]=2)=[CH:4][CH:3]=1.[CH2:16]([O:23][CH2:24][C@H:25]([NH:29]C(OC(C)(C)C)=O)[C:26](O)=[O:27])[C:17]1[CH:22]=[CH:21][CH:20]=[CH:19][CH:18]=1, predict the reaction product. The product is: [NH2:29][C@@H:25]([CH2:24][O:23][CH2:16][C:17]1[CH:22]=[CH:21][CH:20]=[CH:19][CH:18]=1)[C:26]([NH:11][C:10]1[CH:12]=[CH:13][C:7]([O:6][C:5]2[CH:14]=[CH:15][C:2]([F:1])=[CH:3][CH:4]=2)=[CH:8][CH:9]=1)=[O:27]. (2) Given the reactants [Br:1][C:2]1[CH:11]=[CH:10][CH:9]=[C:8]2[C:3]=1[CH:4]=[CH:5][N:6]=[C:7]2Cl.[NH3:13].CO, predict the reaction product. The product is: [NH2:13][C:7]1[C:8]2[C:3](=[C:2]([Br:1])[CH:11]=[CH:10][CH:9]=2)[CH:4]=[CH:5][N:6]=1. (3) Given the reactants C([NH:19]CC(O)CN1CCN(CC(O)CNCCCCCCCCC=CCCCCCCCC)CC1)CCCCCCCC=CCCCCCCCC.BrCCC[N:57]1[C:61](=[O:62])[C:60]2=[CH:63][CH:64]=[CH:65][CH:66]=[C:59]2[C:58]1=[O:67].C(N(C(C)C)CC)(C)C, predict the reaction product. The product is: [C:58]([NH2:19])(=[O:67])[C:59]1[C:60](=[CH:63][CH:64]=[CH:65][CH:66]=1)[C:61]([NH2:57])=[O:62]. (4) The product is: [F:1][C:2]1[CH:24]=[CH:23][C:5]([O:6][C:7]2[CH:8]=[C:9]([NH:13][C:14]([C:16]3([CH3:22])[CH2:17][CH2:18][N:19]([C:26]4[C:27]5[CH:34]=[CH:33][NH:32][C:28]=5[N:29]=[CH:30][N:31]=4)[CH2:20][CH2:21]3)=[O:15])[CH:10]=[CH:11][CH:12]=2)=[CH:4][CH:3]=1. Given the reactants [F:1][C:2]1[CH:24]=[CH:23][C:5]([O:6][C:7]2[CH:8]=[C:9]([NH:13][C:14]([C:16]3([CH3:22])[CH2:21][CH2:20][NH:19][CH2:18][CH2:17]3)=[O:15])[CH:10]=[CH:11][CH:12]=2)=[CH:4][CH:3]=1.Cl[C:26]1[C:27]2[CH:34]=[CH:33][NH:32][C:28]=2[N:29]=[CH:30][N:31]=1.C(N(CC)CC)C, predict the reaction product. (5) Given the reactants Cl.[O:2]1[C:8]2[CH:9]=[CH:10][C:11]([C:13]3[CH:14]=[C:15]4[N:21]=[C:20]([NH2:22])[S:19][C:16]4=[N:17][CH:18]=3)=[CH:12][C:7]=2[CH2:6][NH:5][CH2:4][CH2:3]1.Cl[C:24]1[C:29]([CH:30]([CH3:32])[CH3:31])=[C:28]([CH3:33])[N:27]=[C:26]([NH2:34])[N:25]=1.C(N(C(C)C)CC)(C)C, predict the reaction product. The product is: [NH2:34][C:26]1[N:25]=[C:24]([N:5]2[CH2:6][C:7]3[CH:12]=[C:11]([C:13]4[CH:14]=[C:15]5[N:21]=[C:20]([NH2:22])[S:19][C:16]5=[N:17][CH:18]=4)[CH:10]=[CH:9][C:8]=3[O:2][CH2:3][CH2:4]2)[C:29]([CH:30]([CH3:31])[CH3:32])=[C:28]([CH3:33])[N:27]=1.